Dataset: Reaction yield outcomes from USPTO patents with 853,638 reactions. Task: Predict the reaction yield, written as a fraction of the theoretical maximum amount of product (1.0 means a 100% yield; for example, 0.34 means a 34% yield). (1) The reactants are C(OC(=O)[NH:10][CH2:11][CH2:12][CH2:13][CH2:14][CH2:15][CH2:16][N:17]1[CH2:21][CH:20]([OH:22])[CH2:19][CH:18]1[CH:23]([C:42]1[CH:47]=[CH:46][CH:45]=[CH:44][CH:43]=1)[O:24][CH:25]([C:34]1[CH:39]=[CH:38][C:37]([O:40][CH3:41])=[CH:36][CH:35]=1)[C:26]1[CH:31]=[CH:30][C:29]([O:32][CH3:33])=[CH:28][CH:27]=1)C1C=CC=CC=1. The catalyst is C(OCC)(=O)C. The product is [NH2:10][CH2:11][CH2:12][CH2:13][CH2:14][CH2:15][CH2:16][N:17]1[CH:18]([CH:23]([C:42]2[CH:43]=[CH:44][CH:45]=[CH:46][CH:47]=2)[O:24][CH:25]([C:26]2[CH:31]=[CH:30][C:29]([O:32][CH3:33])=[CH:28][CH:27]=2)[C:34]2[CH:39]=[CH:38][C:37]([O:40][CH3:41])=[CH:36][CH:35]=2)[CH2:19][CH:20]([OH:22])[CH2:21]1. The yield is 0.930. (2) The reactants are [C:1]([CH2:8][N:9]1[CH2:20][CH2:19][NH:18][CH2:17][CH2:16][N:15]([CH2:21][C:22]([O:24][C:25]([CH3:28])([CH3:27])[CH3:26])=[O:23])[CH2:14][CH2:13][N:12]([CH2:29][C:30]2[CH:35]=[CH:34][C:33]([N+:36]([O-])=O)=[CH:32][CH:31]=2)[CH2:11][CH2:10]1)([O:3][C:4]([CH3:7])([CH3:6])[CH3:5])=[O:2].CCOCC. The catalyst is C(O)C.[Pd].C([O-])([O-])=O.[Ca+2]. The product is [C:1]([CH2:8][N:9]1[CH2:20][CH2:19][NH:18][CH2:17][CH2:16][N:15]([CH2:21][C:22]([O:24][C:25]([CH3:27])([CH3:28])[CH3:26])=[O:23])[CH2:14][CH2:13][N:12]([CH2:29][C:30]2[CH:31]=[CH:32][C:33]([NH2:36])=[CH:34][CH:35]=2)[CH2:11][CH2:10]1)([O:3][C:4]([CH3:5])([CH3:6])[CH3:7])=[O:2]. The yield is 0.980. (3) The reactants are [CH3:1][CH:2]([S:4]([NH:7][CH:8]1[CH2:13][CH2:12][CH2:11][CH2:10][C:9]1=[O:14])(=[O:6])=[O:5])[CH3:3].[CH3:15][O:16][C:17]1[CH:22]=[CH:21][C:20]([Mg]Br)=[CH:19][CH:18]=1.[Cl-].[NH4+]. The catalyst is C1COCC1.O. The product is [OH:14][C:9]1([C:20]2[CH:21]=[CH:22][C:17]([O:16][CH3:15])=[CH:18][CH:19]=2)[CH2:10][CH2:11][CH2:12][CH2:13][CH:8]1[NH:7][S:4]([CH:2]([CH3:1])[CH3:3])(=[O:6])=[O:5]. The yield is 0.180. (4) The reactants are [C:1]([O:5][C:6](=[O:22])[NH:7][C@H:8]([C:19](=O)[NH2:20])[CH2:9][C:10]1[CH:15]=[CH:14][C:13]([N+:16]([O-:18])=[O:17])=[CH:12][CH:11]=1)([CH3:4])([CH3:3])[CH3:2].COC1C=CC(P2(SP(C3C=CC(OC)=CC=3)(=S)S2)=[S:32])=CC=1. The yield is 0.830. The product is [C:1]([O:5][C:6](=[O:22])[NH:7][C@H:8]([C:19](=[S:32])[NH2:20])[CH2:9][C:10]1[CH:15]=[CH:14][C:13]([N+:16]([O-:18])=[O:17])=[CH:12][CH:11]=1)([CH3:4])([CH3:3])[CH3:2]. The catalyst is C1COCC1. (5) The product is [N:6]1([CH2:5][CH2:4][CH2:3][CH2:2][N:28]2[CH2:29][CH2:30][CH:25]([C:15]3[C:24]4[C:19](=[CH:20][CH:21]=[CH:22][CH:23]=4)[CH:18]=[CH:17][CH:16]=3)[CH2:26][CH2:27]2)[C:10]2[CH:11]=[CH:12][CH:13]=[CH:14][C:9]=2[N:8]=[N:7]1. The yield is 0.601. The catalyst is C(#N)C. The reactants are Cl[CH2:2][CH2:3][CH2:4][CH2:5][N:6]1[C:10]2[CH:11]=[CH:12][CH:13]=[CH:14][C:9]=2[N:8]=[N:7]1.[C:15]1([CH:25]2[CH2:30][CH2:29][NH:28][CH2:27][CH2:26]2)[C:24]2[C:19](=[CH:20][CH:21]=[CH:22][CH:23]=2)[CH:18]=[CH:17][CH:16]=1.C(N(C(C)C)CC)(C)C.[I-].[K+]. (6) The reactants are [CH3:1][C:2]1[CH:3]=[C:4]2[C:10]([C:11]3[C:16]([C:17]#[N:18])=[CH:15][N:14]=[C:13](S(C)(=O)=O)[N:12]=3)=[CH:9][N:8]([S:23]([C:26]3[CH:32]=[CH:31][C:29]([CH3:30])=[CH:28][CH:27]=3)(=[O:25])=[O:24])[C:5]2=[N:6][CH:7]=1.[NH2:33][CH:34]([CH:37]([CH3:39])[CH3:38])[CH2:35][OH:36].C(N(C(C)C)CC)(C)C. The catalyst is C1COCC1. The product is [OH:36][CH2:35][C@H:34]([NH:33][C:13]1[N:12]=[C:11]([C:10]2[C:4]3[C:5](=[N:6][CH:7]=[C:2]([CH3:1])[CH:3]=3)[N:8]([S:23]([C:26]3[CH:32]=[CH:31][C:29]([CH3:30])=[CH:28][CH:27]=3)(=[O:25])=[O:24])[CH:9]=2)[C:16]([C:17]#[N:18])=[CH:15][N:14]=1)[CH:37]([CH3:39])[CH3:38]. The yield is 0.770. (7) The reactants are Cl[C:2]1[C:3]([NH2:9])=[N:4][CH:5]=[N:6][C:7]=1Cl.[O:10]([C:17]1[CH:22]=[CH:21][C:20](B(O)O)=[CH:19][CH:18]=1)[C:11]1[CH:16]=[CH:15][CH:14]=[CH:13][CH:12]=1.[NH2:26][CH2:27][C@@H:28]1[CH2:33][CH2:32][N:31]([C:34]([O:36]C(C)(C)C)=O)[CH2:30][C@H:29]1[OH:41].[N:42]1([CH2:48][CH2:49]C(O)=O)[CH2:47][CH2:46][CH2:45][CH2:44][CH2:43]1. No catalyst specified. The product is [NH2:9][C:3]1[N:4]=[CH:5][N:6]=[C:7]([NH:26][CH2:27][C@@H:28]2[CH2:33][CH2:32][N:31]([C:34](=[O:36])[CH2:49][CH2:48][N:42]3[CH2:47][CH2:46][CH2:45][CH2:44][CH2:43]3)[CH2:30][C@H:29]2[OH:41])[C:2]=1[C:20]1[CH:21]=[CH:22][C:17]([O:10][C:11]2[CH:16]=[CH:15][CH:14]=[CH:13][CH:12]=2)=[CH:18][CH:19]=1. The yield is 0.242. (8) The reactants are [CH3:1][C:2]1[CH:7]=[CH:6][C:5](OB(O)O)=[CH:4][CH:3]=1.C(=O)([O-])[O-].[Na+].[Na+].C(O)C.Br[C:22]1[CH:32]=[CH:31][C:25]2[CH2:26][C:27]([CH3:30])([CH3:29])[O:28][C:24]=2[CH:23]=1. The catalyst is C1C=CC([P]([Pd]([P](C2C=CC=CC=2)(C2C=CC=CC=2)C2C=CC=CC=2)([P](C2C=CC=CC=2)(C2C=CC=CC=2)C2C=CC=CC=2)[P](C2C=CC=CC=2)(C2C=CC=CC=2)C2C=CC=CC=2)(C2C=CC=CC=2)C2C=CC=CC=2)=CC=1.C(OCC)(=O)C.O.C(COC)OC. The product is [CH3:29][C:27]1([CH3:30])[CH2:26][C:25]2[CH:31]=[CH:32][C:22]([C:5]3[CH:6]=[CH:7][C:2]([CH3:1])=[CH:3][CH:4]=3)=[CH:23][C:24]=2[O:28]1. The yield is 0.560. (9) The reactants are [F:1][C:2]1[CH:7]=[CH:6][CH:5]=[CH:4][C:3]=1[C:8]1[NH:12][CH:11]=[C:10]([CH2:13][OH:14])[C:9]=1[CH3:15].C[N+]1([O-])CCOCC1. The catalyst is [Ru]([O-])(=O)(=O)=O.C([N+](CCC)(CCC)CCC)CC. The product is [F:1][C:2]1[CH:7]=[CH:6][CH:5]=[CH:4][C:3]=1[C:8]1[NH:12][CH:11]=[C:10]([CH:13]=[O:14])[C:9]=1[CH3:15]. The yield is 0.580.